Dataset: Forward reaction prediction with 1.9M reactions from USPTO patents (1976-2016). Task: Predict the product of the given reaction. (1) The product is: [C:1]([O:5][C:6]([NH:8][C:9]1[O:17][C:16]2[C:11](=[N:12][CH:13]=[C:14]([CH2:18][N:19]3[CH2:20][C:21]([F:23])([F:24])[CH2:22]3)[CH:15]=2)[C:10]=1[C:25]([OH:27])=[O:26])=[O:7])([CH3:4])([CH3:2])[CH3:3]. Given the reactants [C:1]([O:5][C:6]([N:8](C(OC(C)(C)C)=O)[C:9]1[O:17][C:16]2[C:11](=[N:12][CH:13]=[C:14]([CH2:18][N:19]3[CH2:22][C:21]([F:24])([F:23])[CH2:20]3)[CH:15]=2)[C:10]=1[C:25]([O:27]C)=[O:26])=[O:7])([CH3:4])([CH3:3])[CH3:2].O[Li].O.O.Cl, predict the reaction product. (2) Given the reactants [CH3:1][O:2][C:3]1[CH:4]=[C:5]([C:11]([C:13]2[CH:18]=[C:17]([O:19][CH3:20])[CH:16]=[C:15]([O:21][CH3:22])[CH:14]=2)=O)[CH:6]=[C:7]([O:9][CH3:10])[CH:8]=1.C(OP([CH2:31][C:32]#[N:33])(=O)OCC)C.C[Si]([N-][Si](C)(C)C)(C)C.[Li+].O1C2C=CC(C(C3C=C(OC)C=C(OC)C=3)=CC#N)=CC=2OCC1, predict the reaction product. The product is: [CH3:1][O:2][C:3]1[CH:4]=[C:5]([C:11]([C:13]2[CH:18]=[C:17]([O:19][CH3:20])[CH:16]=[C:15]([O:21][CH3:22])[CH:14]=2)=[CH:31][C:32]#[N:33])[CH:6]=[C:7]([O:9][CH3:10])[CH:8]=1. (3) Given the reactants [CH2:1]([C:3]1[CH:8]=[CH:7][C:6]([CH2:9][C:10](=[O:12])[CH3:11])=[CH:5][CH:4]=1)[CH3:2].[CH3:13][Mg]Br.[Cl-].[NH4+], predict the reaction product. The product is: [CH2:1]([C:3]1[CH:8]=[CH:7][C:6]([CH2:9][C:10]([CH3:13])([OH:12])[CH3:11])=[CH:5][CH:4]=1)[CH3:2]. (4) Given the reactants [NH:1]1[C:5]2[CH:6]=[CH:7][CH:8]=[CH:9][C:4]=2[N:3]=[C:2]1[CH2:10][N:11]([CH3:22])[CH:12]1[C:21]2[N:20]=[CH:19][CH:18]=[CH:17][C:16]=2[CH2:15][CH2:14][CH2:13]1.F[C:24]1[CH:31]=[CH:30][CH:29]=[CH:28][C:25]=1[C:26]#[N:27].CN(CC1N(C2C=CC(C#N)=CC=2)C2C=CC=CC=2N=1)C1C2N=CC=CC=2CCC1, predict the reaction product. The product is: [CH3:22][N:11]([CH2:10][C:2]1[N:3]([C:24]2[CH:31]=[CH:30][CH:29]=[CH:28][C:25]=2[C:26]#[N:27])[C:4]2[CH:9]=[CH:8][CH:7]=[CH:6][C:5]=2[N:1]=1)[CH:12]1[C:21]2[N:20]=[CH:19][CH:18]=[CH:17][C:16]=2[CH2:15][CH2:14][CH2:13]1. (5) Given the reactants [Cl:1][C:2]1[CH:7]=[C:6]([O:8][C:9]([F:12])([F:11])[F:10])[CH:5]=[CH:4][C:3]=1[OH:13].[Br:14]N1C(=O)CCC1=O, predict the reaction product. The product is: [Br:14][C:4]1[CH:5]=[C:6]([O:8][C:9]([F:11])([F:12])[F:10])[CH:7]=[C:2]([Cl:1])[C:3]=1[OH:13]. (6) The product is: [C:5]1([S:8]([CH2:11][C:12]2[S:13][CH:14]=[C:15]([C:17]3[C:18](=[O:31])[NH:19][C:20]4[C:25]([CH:26]=3)=[CH:24][CH:23]=[C:22]([C:27]([F:30])([F:29])[F:28])[CH:21]=4)[N:16]=2)(=[O:10])=[O:9])[CH:4]=[CH:3][CH:2]=[CH:7][CH:6]=1. Given the reactants Cl[C:2]1[CH:7]=[CH:6][C:5]([S:8]([CH2:11][C:12]2[S:13][CH:14]=[C:15]([C:17]3[C:18](=[O:31])[NH:19][C:20]4[C:25]([CH:26]=3)=[CH:24][CH:23]=[C:22]([C:27]([F:30])([F:29])[F:28])[CH:21]=4)[N:16]=2)(=[O:10])=[O:9])=[CH:4][CH:3]=1.C(N(C(C)C)CC)(C)C, predict the reaction product. (7) Given the reactants [O:1]1[CH2:5][CH2:4][CH2:3][C@@H:2]1[CH2:6][O:7][C:8]1[CH:9]=[C:10]([CH:27]=[C:28](B2OC(C)(C)C(C)(C)O2)[CH:29]=1)[CH2:11][O:12][C:13]1[CH:18]=[CH:17][CH:16]=[CH:15][C:14]=1[CH2:19][C:20]([O:22]C(C)(C)C)=[O:21].Cl.Cl[C:41]1[C:42]([F:50])=[C:43]([C@H:47]([NH2:49])[CH3:48])[CH:44]=[CH:45][CH:46]=1, predict the reaction product. The product is: [NH2:49][C@@H:47]([C:43]1[C:42]([F:50])=[C:41]([C:28]2[CH:29]=[C:8]([O:7][CH2:6][C@H:2]3[CH2:3][CH2:4][CH2:5][O:1]3)[CH:9]=[C:10]([CH2:11][O:12][C:13]3[CH:18]=[CH:17][CH:16]=[CH:15][C:14]=3[CH2:19][C:20]([OH:22])=[O:21])[CH:27]=2)[CH:46]=[CH:45][CH:44]=1)[CH3:48].